From a dataset of Peptide-MHC class II binding affinity with 134,281 pairs from IEDB. Regression. Given a peptide amino acid sequence and an MHC pseudo amino acid sequence, predict their binding affinity value. This is MHC class II binding data. (1) The peptide sequence is INEPTAAAMAYGLDR. The MHC is HLA-DQA10501-DQB10301 with pseudo-sequence HLA-DQA10501-DQB10301. The binding affinity (normalized) is 0.722. (2) The peptide sequence is LHGVRDGLVRDANNY. The MHC is DRB1_0802 with pseudo-sequence DRB1_0802. The binding affinity (normalized) is 0.